The task is: Predict the reactants needed to synthesize the given product.. This data is from Full USPTO retrosynthesis dataset with 1.9M reactions from patents (1976-2016). (1) Given the product [C:1]([O:5][C:6]([N:8]1[CH2:13][CH2:12][C@@H:11]([NH:14][S:15]([CH:18]([CH3:20])[CH3:19])(=[O:17])=[O:16])[C@H:10]([C:21]2[CH:22]=[CH:23][C:24]([C:27]3[CH:32]=[CH:31][CH:30]=[CH:29][C:28]=3[C:33](=[O:36])[NH2:34])=[CH:25][CH:26]=2)[CH2:9]1)=[O:7])([CH3:3])([CH3:4])[CH3:2], predict the reactants needed to synthesize it. The reactants are: [C:1]([O:5][C:6]([N:8]1[CH2:13][CH2:12][C@@H:11]([NH:14][S:15]([CH:18]([CH3:20])[CH3:19])(=[O:17])=[O:16])[C@H:10]([C:21]2[CH:26]=[CH:25][C:24]([C:27]3[CH:32]=[CH:31][CH:30]=[CH:29][C:28]=3[C:33]#[N:34])=[CH:23][CH:22]=2)[CH2:9]1)=[O:7])([CH3:4])([CH3:3])[CH3:2].C(O)(C(F)(F)F)=[O:36]. (2) Given the product [CH2:1]([CH:11]([CH:27]1[NH:32][CH2:31][CH2:30][NH:29][CH2:28]1)[N:12]([NH:19][C:20]1[CH:25]=[CH:24][CH:23]=[CH:22][C:21]=1[CH3:26])[C:13]([CH:15]1[CH2:18][CH2:17][CH2:16]1)=[O:14])[CH2:34][C:35]1[CH:40]=[CH:39][CH:38]=[CH:37][CH:36]=1, predict the reactants needed to synthesize it. The reactants are: [C:1]([CH:11]([CH:27]1[NH:32][CH2:31][CH2:30][NH:29][CH2:28]1)[N:12]([NH:19][C:20]1[CH:25]=[CH:24][CH:23]=[CH:22][C:21]=1[CH3:26])[C:13]([CH:15]1[CH2:18][CH2:17][CH2:16]1)=[O:14])(OCC1C=CC=CC=1)=O.C(Br)[CH2:34][C:35]1[CH:40]=[CH:39][CH:38]=[CH:37][CH:36]=1.C([O-])([O-])=O.[K+].[K+]. (3) Given the product [CH3:23][C:24]1([CH3:44])[O:28][C@@H:27]([C:29]2[N:33]=[C:32]([NH:22][C:10]3[C:9]([O:8][C:7]4[C:2]([CH3:1])=[N:3][CH:4]=[CH:5][CH:6]=4)=[CH:14][C:13]([S:15][C:16]4[CH:21]=[CH:20][CH:19]=[CH:18][N:17]=4)=[CH:12][N:11]=3)[S:31][N:30]=2)[CH2:26][O:25]1, predict the reactants needed to synthesize it. The reactants are: [CH3:1][C:2]1[C:7]([O:8][C:9]2[C:10]([NH2:22])=[N:11][CH:12]=[C:13]([S:15][C:16]3[CH:21]=[CH:20][CH:19]=[CH:18][N:17]=3)[CH:14]=2)=[CH:6][CH:5]=[CH:4][N:3]=1.[CH3:23][C:24]1([CH3:44])[O:28][C@@H:27]([C:29]2[N:33]=[C:32](S(C3C=CC(C)=CC=3)(=O)=O)[S:31][N:30]=2)[CH2:26][O:25]1.